This data is from NCI-60 drug combinations with 297,098 pairs across 59 cell lines. The task is: Regression. Given two drug SMILES strings and cell line genomic features, predict the synergy score measuring deviation from expected non-interaction effect. (1) Drug 1: C1CC(=O)NC(=O)C1N2CC3=C(C2=O)C=CC=C3N. Drug 2: CC1CCC2CC(C(=CC=CC=CC(CC(C(=O)C(C(C(=CC(C(=O)CC(OC(=O)C3CCCCN3C(=O)C(=O)C1(O2)O)C(C)CC4CCC(C(C4)OC)OCCO)C)C)O)OC)C)C)C)OC. Cell line: OVCAR-5. Synergy scores: CSS=17.8, Synergy_ZIP=-0.339, Synergy_Bliss=0.661, Synergy_Loewe=1.79, Synergy_HSA=3.74. (2) Drug 1: C1C(C(OC1N2C=NC(=NC2=O)N)CO)O. Drug 2: CC1CCCC2(C(O2)CC(NC(=O)CC(C(C(=O)C(C1O)C)(C)C)O)C(=CC3=CSC(=N3)C)C)C. Cell line: COLO 205. Synergy scores: CSS=57.4, Synergy_ZIP=-0.862, Synergy_Bliss=-2.87, Synergy_Loewe=-1.12, Synergy_HSA=1.15. (3) Drug 1: CC1=C2C(C(=O)C3(C(CC4C(C3C(C(C2(C)C)(CC1OC(=O)C(C(C5=CC=CC=C5)NC(=O)OC(C)(C)C)O)O)OC(=O)C6=CC=CC=C6)(CO4)OC(=O)C)OC)C)OC. Drug 2: CC(C)CN1C=NC2=C1C3=CC=CC=C3N=C2N. Cell line: BT-549. Synergy scores: CSS=45.9, Synergy_ZIP=2.25, Synergy_Bliss=-1.21, Synergy_Loewe=-31.7, Synergy_HSA=-2.24. (4) Drug 1: CN1C2=C(C=C(C=C2)N(CCCl)CCCl)N=C1CCCC(=O)O.Cl. Drug 2: C1CN(CCN1C(=O)CCBr)C(=O)CCBr. Cell line: NCI-H460. Synergy scores: CSS=30.0, Synergy_ZIP=-0.772, Synergy_Bliss=-0.352, Synergy_Loewe=-20.4, Synergy_HSA=-0.457. (5) Drug 1: CN1CCC(CC1)COC2=C(C=C3C(=C2)N=CN=C3NC4=C(C=C(C=C4)Br)F)OC. Drug 2: C(=O)(N)NO. Cell line: SK-MEL-5. Synergy scores: CSS=2.48, Synergy_ZIP=3.67, Synergy_Bliss=8.96, Synergy_Loewe=2.92, Synergy_HSA=3.56. (6) Drug 1: CN(CCCl)CCCl.Cl. Drug 2: C(CCl)NC(=O)N(CCCl)N=O. Cell line: MALME-3M. Synergy scores: CSS=15.9, Synergy_ZIP=-5.20, Synergy_Bliss=0.225, Synergy_Loewe=-10.5, Synergy_HSA=1.61.